Dataset: Catalyst prediction with 721,799 reactions and 888 catalyst types from USPTO. Task: Predict which catalyst facilitates the given reaction. Reactant: [S:1]1[C:5]2[CH:6]=[CH:7][CH:8]=[CH:9][C:4]=2[N:3]=[CH:2]1.C([Li])CCC.[CH2:15]1[O:25][C:18]2([CH2:23][CH2:22][C:21](=[O:24])[CH2:20][CH2:19]2)[O:17][CH2:16]1.O. Product: [S:1]1[C:5]2[CH:6]=[CH:7][CH:8]=[CH:9][C:4]=2[N:3]=[C:2]1[C:21]1([OH:24])[CH2:22][CH2:23][C:18]2([O:25][CH2:15][CH2:16][O:17]2)[CH2:19][CH2:20]1. The catalyst class is: 1.